From a dataset of B-cell epitopes from IEDB database with 3,159 antigens for binding position prediction. Token-level Classification. Given an antigen amino acid sequence, predict which amino acid positions are active epitope sites capable of antibody binding. Output is a list of indices for active positions. The epitope positions are: [487, 488, 489, 490, 491, 492, 493, 494, 495, 496, 497, 498, 499, 500, 501, 502, 503, 504, 505, 506... (23 total positions)]. The amino acids at these positions are: AEANQKLDDGARAALLTQAHDLA. Given the antigen sequence: MRRALPFRYHYQSHTMKHTHAFAAVLAALALTIAPSAPAVTVASNVTLADQQDLTRQVPAEVESLDPAHIESWTGNTIGLDLFEGLARIDASGAVVPGVAQAWEHKAPDTWIFKLRRDAKWSNGQPVTAADFVYAWQRLADPKTGSKYTILVEFVKNASAIIAGKQPPGDLGIRAIDPYTIEVKTEVPVSYFPELTAMAPLTPVNKDAVAKFGDAWTRPKNIVSNGPYTLVDWQPNNRIVMAKSDKYWNARNVVIRKVTYLPIENDETALRMYQAGQIDYTYSIPAGGFGQISKQFGKELRPGLQLATYYYYLKNSDPALKDKRVREALAMVLDREILTSKITQAGEVPMYGLMPKGVKGVQRPFTPDWASWPMARRVDYAKNLLKQAGHGDANPLTFTLTYNTNDLHKKVALFAASEWRTKLGVTAKLENVEFKVLMKQRHDGKVQIARDGWFADYNDAMTFFDLIRCGSSQNTVGYCNPKVDSLVAEANQKLDDGARA..., which amino acid positions are active epitope sites?